The task is: Predict the reactants needed to synthesize the given product.. This data is from Full USPTO retrosynthesis dataset with 1.9M reactions from patents (1976-2016). (1) Given the product [CH3:42][CH:41]([CH3:43])[CH:29]([NH:28][C:4](=[O:6])[C@@H:3]([NH:7][C:8]([O:10][CH:11]([CH3:13])[CH3:12])=[O:9])[CH:2]([CH3:1])[CH3:14])[CH2:30][NH:31][C:32](=[O:40])[C:33]1[CH:34]=[CH:35][C:36]([CH3:39])=[CH:37][CH:38]=1, predict the reactants needed to synthesize it. The reactants are: [CH3:1][CH:2]([CH3:14])[C@H:3]([NH:7][C:8]([O:10][CH:11]([CH3:13])[CH3:12])=[O:9])[C:4]([OH:6])=O.C(N1C=CN=C1)(N1C=CN=C1)=O.Cl.[NH2:28][CH:29]([CH:41]([CH3:43])[CH3:42])[CH2:30][NH:31][C:32](=[O:40])[C:33]1[CH:38]=[CH:37][C:36]([CH3:39])=[CH:35][CH:34]=1.C(N(CC)CC)C. (2) The reactants are: [N+:1]([C:4]1[CH:9]=[C:8]([CH2:10][C:11]2[N:15]3[N:16]=[C:17]([C:20]4[CH:25]=[CH:24][CH:23]=[CH:22][CH:21]=4)[CH:18]=[CH:19][C:14]3=[N:13][N:12]=2)[CH:7]=[CH:6][C:5]=1[NH2:26])([O-])=O.CN(C)C=O. Given the product [C:20]1([C:17]2[CH:18]=[CH:19][C:14]3[N:15]([C:11]([CH2:10][C:8]4[CH:9]=[C:4]([NH2:1])[C:5]([NH2:26])=[CH:6][CH:7]=4)=[N:12][N:13]=3)[N:16]=2)[CH:25]=[CH:24][CH:23]=[CH:22][CH:21]=1, predict the reactants needed to synthesize it.